This data is from Forward reaction prediction with 1.9M reactions from USPTO patents (1976-2016). The task is: Predict the product of the given reaction. (1) Given the reactants [CH3:1][S:2]([C:5]1[CH:6]=[CH:7][C:8]([N:15]2[CH2:20][CH2:19][O:18][CH2:17][CH2:16]2)=[C:9]([CH:14]=1)[C:10](OC)=[O:11])(=[O:4])=[O:3].[H-].[Al+3].[Li+].[H-].[H-].[H-].Cl, predict the reaction product. The product is: [CH3:1][S:2]([C:5]1[CH:6]=[CH:7][C:8]([N:15]2[CH2:20][CH2:19][O:18][CH2:17][CH2:16]2)=[C:9]([CH:14]=1)[CH2:10][OH:11])(=[O:3])=[O:4]. (2) The product is: [F:26][C:23]([F:24])([F:25])[C:22]([C:19]1[CH:20]=[CH:21][C:16]([CH2:15][N:12]2[CH2:11][CH2:10][CH:9]([S:8][C:5]3[CH:6]=[CH:7][C:2]([NH:1][C:32]([NH:51][C@H:48]4[CH2:49][CH2:50][O:46][CH2:47]4)=[O:33])=[CH:3][CH:4]=3)[CH2:14][CH2:13]2)=[CH:17][CH:18]=1)([OH:31])[C:27]([F:30])([F:29])[F:28]. Given the reactants [NH2:1][C:2]1[CH:7]=[CH:6][C:5]([S:8][CH:9]2[CH2:14][CH2:13][N:12]([CH2:15][C:16]3[CH:21]=[CH:20][C:19]([C:22]([OH:31])([C:27]([F:30])([F:29])[F:28])[C:23]([F:26])([F:25])[F:24])=[CH:18][CH:17]=3)[CH2:11][CH2:10]2)=[CH:4][CH:3]=1.[C:32](Cl)(=O)[O:33]C1C=CC([N+]([O-])=O)=CC=1.Cl.[O:46]1[CH2:50][CH2:49][C@H:48]([NH2:51])[CH2:47]1.C(N(C(C)C)C(C)C)C, predict the reaction product.